From a dataset of Full USPTO retrosynthesis dataset with 1.9M reactions from patents (1976-2016). Predict the reactants needed to synthesize the given product. (1) Given the product [N:19]1([C:24]2[CH:32]=[CH:31][CH:30]=[CH:29][C:25]=2[C:26]([N:7]2[CH2:6][CH:5]3[CH2:1][N:2]([C:9]4[CH:18]=[N:17][C:16]5[C:11](=[CH:12][CH:13]=[CH:14][CH:15]=5)[N:10]=4)[CH2:3][CH:4]3[CH2:8]2)=[O:27])[CH:23]=[CH:22][CH:21]=[CH:20]1, predict the reactants needed to synthesize it. The reactants are: [CH2:1]1[CH:5]2[CH2:6][NH:7][CH2:8][CH:4]2[CH2:3][N:2]1[C:9]1[CH:18]=[N:17][C:16]2[C:11](=[CH:12][CH:13]=[CH:14][CH:15]=2)[N:10]=1.[N:19]1([C:24]2[CH:32]=[CH:31][CH:30]=[CH:29][C:25]=2[C:26](O)=[O:27])[CH:23]=[CH:22][CH:21]=[CH:20]1. (2) Given the product [CH3:7][N:4]1[CH2:5][CH2:6][C@H:2]([O:1][C:11]([N:40]2[CH2:41][CH2:42][N:37]([C:34]3[CH:33]=[CH:32][C:31]([CH3:30])=[CH:36][CH:35]=3)[CH2:38][CH2:39]2)=[O:12])[CH2:3]1, predict the reactants needed to synthesize it. The reactants are: [OH:1][C@H:2]1[CH2:6][CH2:5][N:4]([CH3:7])[CH2:3]1.CN1CC[O:12][CH2:11]C1.ClC(OC1C=CC([N+]([O-])=O)=CC=1)=O.Cl.Cl.[CH3:30][C:31]1[CH:36]=[CH:35][C:34]([N:37]2[CH2:42][CH2:41][NH:40][CH2:39][CH2:38]2)=[CH:33][CH:32]=1.CCN(C(C)C)C(C)C. (3) Given the product [C:1]([O:5][C:6](=[O:15])[C:7]1[CH:12]=[CH:11][C:10]([CH3:16])=[CH:9][C:8]=1[B:26]1[O:27][C:28]([CH3:30])([CH3:29])[C:24]([CH3:31])([CH3:23])[O:25]1)([CH3:2])([CH3:3])[CH3:4], predict the reactants needed to synthesize it. The reactants are: [C:1]([O:5][C:6](=[O:15])[C:7]1[CH:12]=[CH:11][CH:10]=[C:9](C)[C:8]=1I)([CH3:4])([CH3:3])[CH3:2].[CH2:16](N(CC)CC)C.[CH3:23][C:24]1([CH3:31])[C:28]([CH3:30])([CH3:29])[O:27][BH:26][O:25]1. (4) Given the product [C:1]([C:4]1[C:12]([CH3:13])=[C:8]([C:7]([OH:14])=[C:6]([C:15]([CH3:18])([CH3:17])[CH3:16])[CH:5]=1)[C:9]([NH:22][C:21]1[CH:23]=[CH:24][C:25]([S:27]([C:30]([F:33])([F:31])[F:32])(=[O:29])=[O:28])=[CH:26][C:20]=1[Cl:19])=[O:11])(=[O:3])[CH3:2], predict the reactants needed to synthesize it. The reactants are: [C:1]([C:4]1[CH:5]=[C:6]([C:15]([CH3:18])([CH3:17])[CH3:16])[C:7]([OH:14])=[C:8]([C:12]=1[CH3:13])[C:9]([OH:11])=O)(=[O:3])[CH3:2].[Cl:19][C:20]1[CH:26]=[C:25]([S:27]([C:30]([F:33])([F:32])[F:31])(=[O:29])=[O:28])[CH:24]=[CH:23][C:21]=1[NH2:22]. (5) Given the product [ClH:25].[F:1][C:2]1[C:10]2[NH:9][C:8](=[O:11])[N:7]([CH:12]3[CH2:17][CH2:16][N:15]([CH:18]4[CH2:23][CH2:22][O:21][CH2:20][CH2:19]4)[CH2:14][CH2:13]3)[C:6]=2[CH:5]=[C:4]([CH3:24])[CH:3]=1, predict the reactants needed to synthesize it. The reactants are: [F:1][C:2]1[C:10]2[NH:9][C:8](=[O:11])[N:7]([CH:12]3[CH2:17][CH2:16][N:15]([CH:18]4[CH2:23][CH2:22][O:21][CH2:20][CH2:19]4)[CH2:14][CH2:13]3)[C:6]=2[CH:5]=[C:4]([CH3:24])[CH:3]=1.[ClH:25].C(OCC)C.